From a dataset of Full USPTO retrosynthesis dataset with 1.9M reactions from patents (1976-2016). Predict the reactants needed to synthesize the given product. (1) The reactants are: P(Cl)(Cl)([Cl:3])=O.[Br:6][C:7]1[CH:8]=[C:9]2[C:14](=[C:15]([N+:18]([O-:20])=[O:19])[C:16]=1[CH3:17])[N:13]=[CH:12][NH:11][C:10]2=O. Given the product [Br:6][C:7]1[CH:8]=[C:9]2[C:14](=[C:15]([N+:18]([O-:20])=[O:19])[C:16]=1[CH3:17])[N:13]=[CH:12][N:11]=[C:10]2[Cl:3], predict the reactants needed to synthesize it. (2) Given the product [O:3]1[C:8]2=[CH:9][CH:10]=[CH:11][C:7]2=[CH:6][C:5]([CH:12]2[CH2:17][CH2:16][CH2:15][CH2:14][N:13]2[CH2:18][CH2:19][C@H:20]2[CH2:21][CH2:22][C@H:23]([NH:26][C:32]([CH:28]3[CH2:29][CH2:30][CH2:31][O:27]3)=[O:33])[CH2:24][CH2:25]2)=[CH:4]1, predict the reactants needed to synthesize it. The reactants are: Cl.Cl.[O:3]1[C:8]2=[CH:9][CH:10]=[CH:11][C:7]2=[CH:6][C:5]([CH:12]2[CH2:17][CH2:16][CH2:15][CH2:14][N:13]2[CH2:18][CH2:19][C@H:20]2[CH2:25][CH2:24][C@H:23]([NH2:26])[CH2:22][CH2:21]2)=[CH:4]1.[O:27]1[CH2:31][CH2:30][CH2:29][CH:28]1[C:32](O)=[O:33]. (3) The reactants are: [N+:1]([C:4]1[CH:5]=[C:6]([C:10]2[C:11]([S:16]([OH:19])(=O)=[O:17])=[CH:12][CH:13]=[CH:14][CH:15]=2)[CH:7]=[CH:8][CH:9]=1)([O-:3])=[O:2].CN(C=O)C.C1(C)C=CC=CC=1.S(Cl)([Cl:34])=O. Given the product [N+:1]([C:4]1[CH:5]=[C:6]([C:10]2[C:11]([S:16]([Cl:34])(=[O:19])=[O:17])=[CH:12][CH:13]=[CH:14][CH:15]=2)[CH:7]=[CH:8][CH:9]=1)([O-:3])=[O:2], predict the reactants needed to synthesize it. (4) Given the product [CH2:11]([OH:10])[CH2:12][C:13]#[C:14][CH2:15][C:16]#[C:17][CH2:18][CH3:19], predict the reactants needed to synthesize it. The reactants are: C1(C)C=CC(S([O:10][CH2:11][CH2:12]/[CH:13]=[CH:14]\[CH2:15]/[CH:16]=[CH:17]\[CH2:18][CH3:19])(=O)=O)=CC=1.C(O)C#CCC.N1C=CC=CC=1.C1(C)C=CC(S(Cl)(=O)=O)=CC=1.C(O)CC#C.C(=O)([O-])[O-].[Na+].[Na+].Cl.